The task is: Predict the reactants needed to synthesize the given product.. This data is from Full USPTO retrosynthesis dataset with 1.9M reactions from patents (1976-2016). Given the product [C:27]([O:31][C:32]([N:34]1[CH2:38][CH2:37][C:36]2([CH2:42][CH2:41][N:40]([C:8]3[CH:7]=[N:6][C:5]([O:11][C:12]4[CH:17]=[CH:16][C:15]([O:18][C:19]5[CH:24]=[CH:23][CH:22]=[C:21]([F:25])[CH:20]=5)=[CH:14][CH:13]=4)=[C:4]([C:3]([O:2][CH3:1])=[O:26])[CH:9]=3)[CH2:39]2)[CH2:35]1)=[O:33])([CH3:30])([CH3:28])[CH3:29], predict the reactants needed to synthesize it. The reactants are: [CH3:1][O:2][C:3](=[O:26])[C:4]1[CH:9]=[C:8](I)[CH:7]=[N:6][C:5]=1[O:11][C:12]1[CH:17]=[CH:16][C:15]([O:18][C:19]2[CH:24]=[CH:23][CH:22]=[C:21]([F:25])[CH:20]=2)=[CH:14][CH:13]=1.[C:27]([O:31][C:32]([N:34]1[CH2:38][CH2:37][C:36]2([CH2:42][CH2:41][NH:40][CH2:39]2)[CH2:35]1)=[O:33])([CH3:30])([CH3:29])[CH3:28].C(=O)([O-])[O-].[Cs+].[Cs+].C1(P(C2CCCCC2)C2C=CC=CC=2C2C(OC(C)C)=CC=CC=2OC(C)C)CCCCC1.